This data is from Catalyst prediction with 721,799 reactions and 888 catalyst types from USPTO. The task is: Predict which catalyst facilitates the given reaction. (1) Reactant: C[O:2][C:3](=[O:34])[CH:4]([C:9]1[CH:10]=[C:11]([C:24]2[CH:29]=[CH:28][C:27]([C:30]([F:33])([F:32])[F:31])=[CH:26][CH:25]=2)[CH:12]=[C:13]([N:15]2[C:23]3[C:18](=[CH:19][CH:20]=[CH:21][CH:22]=3)[CH2:17][CH2:16]2)[CH:14]=1)[CH2:5][CH:6]([CH3:8])[CH3:7].CO.[Li+].[OH-].Cl. Product: [N:15]1([C:13]2[CH:14]=[C:9]([CH:4]([CH2:5][CH:6]([CH3:8])[CH3:7])[C:3]([OH:34])=[O:2])[CH:10]=[C:11]([C:24]3[CH:29]=[CH:28][C:27]([C:30]([F:32])([F:33])[F:31])=[CH:26][CH:25]=3)[CH:12]=2)[C:23]2[C:18](=[CH:19][CH:20]=[CH:21][CH:22]=2)[CH2:17][CH2:16]1. The catalyst class is: 1. (2) Reactant: [Br:1][C:2]1[CH:22]=[CH:21][C:5]([CH2:6][N:7]2[C:11]([CH:12]=[O:13])=[C:10]([Cl:14])[N:9]=[C:8]2[C:15]2[CH:20]=[CH:19][CH:18]=[CH:17][CH:16]=2)=[CH:4][CH:3]=1.[Mg].[CH3:24]I.OS([O-])(=O)=O.[Na+]. Product: [Br:1][C:2]1[CH:3]=[CH:4][C:5]([CH2:6][N:7]2[C:11]([CH:12]([OH:13])[CH3:24])=[C:10]([Cl:14])[N:9]=[C:8]2[C:15]2[CH:20]=[CH:19][CH:18]=[CH:17][CH:16]=2)=[CH:21][CH:22]=1. The catalyst class is: 165. (3) Reactant: [C:1]([CH:3]1[CH2:5][CH:4]1[C:6]([C:13]1[CH:18]=[CH:17][CH:16]=[C:15]([CH2:19][O:20][CH2:21][O:22][CH3:23])[CH:14]=1)=[CH:7][C:8]([O:10][CH2:11][CH3:12])=[O:9])#[N:2]. Product: [C:1]([CH:3]1[CH2:5][CH:4]1[CH:6]([C:13]1[CH:18]=[CH:17][CH:16]=[C:15]([CH2:19][O:20][CH2:21][O:22][CH3:23])[CH:14]=1)[CH2:7][C:8]([O:10][CH2:11][CH3:12])=[O:9])#[N:2]. The catalyst class is: 78. (4) Reactant: [C:1]([N:5]1[CH2:9][C@@H:8]([C:10]2[CH:15]=[CH:14][C:13]([F:16])=[CH:12][C:11]=2[F:17])[C@H:7]([C:18]([O:20]C)=[O:19])[CH2:6]1)([CH3:4])([CH3:3])[CH3:2].C[Si](C)(C)[O-].[K+].[ClH:28].C(OCC)(=O)C. Product: [ClH:28].[C:1]([N:5]1[CH2:9][C@@H:8]([C:10]2[CH:15]=[CH:14][C:13]([F:16])=[CH:12][C:11]=2[F:17])[C@H:7]([C:18]([OH:20])=[O:19])[CH2:6]1)([CH3:4])([CH3:2])[CH3:3]. The catalyst class is: 27.